This data is from Reaction yield outcomes from USPTO patents with 853,638 reactions. The task is: Predict the reaction yield, written as a fraction of the theoretical maximum amount of product (1.0 means a 100% yield; for example, 0.34 means a 34% yield). (1) The reactants are [NH2:1][C:2]1[CH:11]=[C:10]2[C:5]([CH:6]=[CH:7][CH:8]=[C:9]2[N:12]2[CH2:17][CH2:16][N:15]([CH3:18])[CH2:14][CH2:13]2)=[CH:4][CH:3]=1.C(N(CC)CC)C.[Cl:26][C:27]1[CH:28]=[C:29]([CH:33]=[CH:34][CH:35]=1)[C:30](Cl)=[O:31]. The catalyst is C(#N)C. The product is [Cl:26][C:27]1[CH:28]=[C:29]([CH:33]=[CH:34][CH:35]=1)[C:30]([NH:1][C:2]1[CH:11]=[C:10]2[C:5]([CH:6]=[CH:7][CH:8]=[C:9]2[N:12]2[CH2:17][CH2:16][N:15]([CH3:18])[CH2:14][CH2:13]2)=[CH:4][CH:3]=1)=[O:31]. The yield is 0.200. (2) The reactants are [C:1]([O:5][C:6](=[O:36])[NH:7][C:8]1([C:12]2[CH:17]=[CH:16][C:15](C3C(=O)C4C(=CC=C(F)C=4)OC=3C3C=CC=CC=3)=[CH:14][CH:13]=2)[CH2:11][CH2:10][CH2:9]1)([CH3:4])([CH3:3])[CH3:2].[F:37][CH:38]([F:58])[O:39][C:40]1[N:41]=[CH:42][CH:43]=[C:44]2[C:49](=[O:50])[C:48](I)=[C:47]([C:52]3[CH:57]=[CH:56][CH:55]=[CH:54][CH:53]=3)[O:46][C:45]=12. No catalyst specified. The product is [C:1]([O:5][C:6](=[O:36])[NH:7][C:8]1([C:12]2[CH:13]=[CH:14][C:15]([C:48]3[C:49](=[O:50])[C:44]4[C:45]([O:46][C:47]=3[C:52]3[CH:57]=[CH:56][CH:55]=[CH:54][CH:53]=3)=[C:40]([O:39][CH:38]([F:58])[F:37])[N:41]=[CH:42][CH:43]=4)=[CH:16][CH:17]=2)[CH2:9][CH2:10][CH2:11]1)([CH3:4])([CH3:2])[CH3:3]. The yield is 0.560.